From a dataset of Reaction yield outcomes from USPTO patents with 853,638 reactions. Predict the reaction yield, written as a fraction of the theoretical maximum amount of product (1.0 means a 100% yield; for example, 0.34 means a 34% yield). (1) The reactants are [F:1][CH:2]([F:37])[C:3]1[N:7]([C:8]2[N:13]=[C:12]([N:14]3[CH2:19][CH2:18][O:17][CH2:16][CH2:15]3)[N:11]=[C:10](N3CCNCC3)[N:9]=2)[C:6]2[CH:26]=[CH:27][CH:28]=[C:29]([O:30][CH2:31][CH2:32][CH2:33][N:34]([CH3:36])[CH3:35])[C:5]=2[N:4]=1.[CH3:38][S:39]([Cl:42])(=[O:41])=[O:40].[C:43]([O-:46])([O-])=O.[K+].[K+].Cl. The catalyst is C(Cl)Cl.CO.C(Cl)Cl.CCOC(C)=O. The product is [ClH:42].[F:1][CH:2]([F:37])[C:3]1[N:7]([C:8]2[N:9]=[C:10]([O:46][CH:43]3[CH2:6][CH2:5][N:4]([S:39]([CH3:38])(=[O:41])=[O:40])[CH2:3][CH2:2]3)[N:11]=[C:12]([N:14]3[CH2:19][CH2:18][O:17][CH2:16][CH2:15]3)[N:13]=2)[C:6]2[CH:26]=[CH:27][CH:28]=[C:29]([O:30][CH2:31][CH2:32][CH2:33][N:34]([CH3:36])[CH3:35])[C:5]=2[N:4]=1. The yield is 0.710. (2) The product is [Br:24][C:13]1[CH:14]=[C:15]2[C:5]3([CH2:6][CH2:7][N:2]([CH3:1])[CH2:3][CH2:4]3)[C:8](=[O:16])[NH:9][C:10]2=[CH:11][CH:12]=1. The yield is 0.470. The reactants are [CH3:1][N:2]1[CH2:7][CH2:6][C:5]2([C:15]3[C:10](=[CH:11][CH:12]=[CH:13][CH:14]=3)[NH:9][C:8]2=[O:16])[CH2:4][CH2:3]1.C1C(=O)N([Br:24])C(=O)C1. The catalyst is CC#N.CO.C(OCC)(=O)C. (3) The reactants are [CH3:1][N:2]1[CH:6]=[CH:5][C:4]([NH2:7])=[N:3]1.[CH3:8][C:9]1([CH3:17])[O:14][C:13](=[O:15])[CH2:12][C:11](=[O:16])[O:10]1.[CH2:18](OC(OCC)OCC)C. The catalyst is CCO. The product is [CH3:8][C:9]1([CH3:17])[O:14][C:13](=[O:15])[C:12](=[CH:18][NH:7][C:4]2[CH:5]=[CH:6][N:2]([CH3:1])[N:3]=2)[C:11](=[O:16])[O:10]1. The yield is 0.660. (4) The reactants are [N+:1]([C:4]1[CH:5]=[C:6]2[C:11](=[C:12]([C:14]([O:16][CH3:17])=[O:15])[CH:13]=1)[N:10]=[CH:9][NH:8][C:7]2=O)([O-:3])=[O:2].O=P(Cl)(Cl)Cl.CCN(C(C)C)C(C)C.[Cl:33][C:34]1[CH:41]=[CH:40][C:37]([CH2:38][NH2:39])=[CH:36][C:35]=1[C:42]([F:45])([F:44])[F:43]. The catalyst is ClCCCl. The product is [Cl:33][C:34]1[CH:41]=[CH:40][C:37]([CH2:38][NH:39][C:7]2[C:6]3[C:11](=[C:12]([C:14]([O:16][CH3:17])=[O:15])[CH:13]=[C:4]([N+:1]([O-:3])=[O:2])[CH:5]=3)[N:10]=[CH:9][N:8]=2)=[CH:36][C:35]=1[C:42]([F:43])([F:44])[F:45]. The yield is 0.460. (5) The reactants are [OH-].[K+].O.[Br:4][C:5]1[N:25](S(C2C=CC=CC=2)(=O)=O)[C:8]2=[N:9][CH:10]=[C:11]([CH2:13][CH2:14][C:15]3[CH:20]=[C:19]([O:21][CH3:22])[CH:18]=[C:17]([O:23][CH3:24])[CH:16]=3)[N:12]=[C:7]2[CH:6]=1. The catalyst is C1COCC1. The product is [Br:4][C:5]1[NH:25][C:8]2=[N:9][CH:10]=[C:11]([CH2:13][CH2:14][C:15]3[CH:16]=[C:17]([O:23][CH3:24])[CH:18]=[C:19]([O:21][CH3:22])[CH:20]=3)[N:12]=[C:7]2[CH:6]=1. The yield is 0.940. (6) The reactants are [CH:1]1[CH:2]=[CH:3][C:4]2[C:15](=[O:16])[C:14]3[C:9](=[C:10](O)[CH:11]=[CH:12][C:13]=3[OH:17])[C:7](=[O:8])[C:5]=2[CH:6]=1.C(=O)([O-])[O-].[K+].[K+].COCC(O)C.[CH2:31]([NH2:37])[CH2:32][CH2:33][CH2:34][CH2:35][CH3:36]. The catalyst is O.O.O.O.[Mn](Cl)(Cl)=O. The product is [CH2:31]([NH:37][C:10]1[C:9]2[C:7](=[O:8])[C:5]3[C:4](=[CH:3][CH:2]=[CH:1][CH:6]=3)[C:15](=[O:16])[C:14]=2[C:13]([OH:17])=[CH:12][CH:11]=1)[CH2:32][CH2:33][CH2:34][CH2:35][CH3:36]. The yield is 0.520. (7) The reactants are COC1C=C(OC)C=CC=1C[N:6]([C:35]1[CH:40]=[CH:39][N:38]=[CH:37][N:36]=1)[S:7]([C:10]1[CH:15]=[C:14]([CH3:16])[C:13]([O:17][C@@H:18]2[CH2:22][CH2:21][CH2:20][C@H:19]2[C:23]2[N:27](C3CCCCO3)[N:26]=[CH:25][CH:24]=2)=[CH:12][C:11]=1[F:34])(=[O:9])=[O:8].C([SiH](CC)CC)C.FC(F)(F)C(O)=O. The catalyst is ClCCl. The product is [F:34][C:11]1[CH:12]=[C:13]([O:17][C@@H:18]2[CH2:22][CH2:21][CH2:20][C@H:19]2[C:23]2[NH:27][N:26]=[CH:25][CH:24]=2)[C:14]([CH3:16])=[CH:15][C:10]=1[S:7]([NH:6][C:35]1[CH:40]=[CH:39][N:38]=[CH:37][N:36]=1)(=[O:8])=[O:9]. The yield is 0.980. (8) The reactants are [C:1]([O:5][C:6](=[O:23])[NH:7][C:8]12[CH2:13][CH:12]1[CH2:11][N:10]([C:14]1[CH:15]=[N:16][C:17]([N+:20]([O-])=O)=[CH:18][CH:19]=1)[CH2:9]2)([CH3:4])([CH3:3])[CH3:2]. The catalyst is CO.C(Cl)Cl.C(OCC)(=O)C.[Pd]. The product is [C:1]([O:5][C:6](=[O:23])[NH:7][C:8]12[CH2:13][CH:12]1[CH2:11][N:10]([C:14]1[CH:15]=[N:16][C:17]([NH2:20])=[CH:18][CH:19]=1)[CH2:9]2)([CH3:4])([CH3:2])[CH3:3]. The yield is 0.880.